Dataset: Forward reaction prediction with 1.9M reactions from USPTO patents (1976-2016). Task: Predict the product of the given reaction. (1) Given the reactants [Cl:1][C:2]1[C:11]2[C:10]([CH3:13])([CH3:12])[CH2:9][CH:8]=[C:7]([CH:14]([CH3:16])[CH3:15])[C:6]=2[CH:5]=[C:4](/[C:17](/[CH2:22][CH3:23])=[C:18](/[F:21])\[CH2:19][OH:20])[C:3]=1[O:24][CH2:25][CH3:26].C[N+]1([O-])CCOCC1, predict the reaction product. The product is: [Cl:1][C:2]1[C:11]2[C:10]([CH3:13])([CH3:12])[CH2:9][CH:8]=[C:7]([CH:14]([CH3:15])[CH3:16])[C:6]=2[CH:5]=[C:4](/[C:17](/[CH2:22][CH3:23])=[C:18](/[F:21])\[CH:19]=[O:20])[C:3]=1[O:24][CH2:25][CH3:26]. (2) Given the reactants C([Sn](CCCC)(CCCC)[C:6]1[O:7][CH:8]=[CH:9][CH:10]=1)CCC.[CH3:19][CH:20]([CH3:26])[CH2:21][CH2:22][C:23](Cl)=[O:24], predict the reaction product. The product is: [CH3:19][CH:20]([CH3:26])[CH2:21][CH2:22][C:23]([C:6]1[O:7][CH:8]=[CH:9][CH:10]=1)=[O:24]. (3) Given the reactants [OH:1][C:2]1[C:7]([C:8]([OH:10])=O)=[CH:6][N:5]=[C:4]([C:11]2[CH:16]=[CH:15][CH:14]=[CH:13][N:12]=2)[N:3]=1.Cl.[NH2:18][CH:19]([C:34]1[CH:39]=[CH:38][C:37]([O:40][CH3:41])=[CH:36][CH:35]=1)[C:20]1[CH:21]=[C:22]([P:26](=[O:33])([O:30][CH2:31][CH3:32])[O:27][CH2:28][CH3:29])[CH:23]=[CH:24][CH:25]=1.CCN(CC)CC, predict the reaction product. The product is: [OH:1][C:2]1[C:7]([C:8]([NH:18][CH:19]([C:34]2[CH:35]=[CH:36][C:37]([O:40][CH3:41])=[CH:38][CH:39]=2)[C:20]2[CH:21]=[C:22]([P:26](=[O:33])([O:30][CH2:31][CH3:32])[O:27][CH2:28][CH3:29])[CH:23]=[CH:24][CH:25]=2)=[O:10])=[CH:6][N:5]=[C:4]([C:11]2[CH:16]=[CH:15][CH:14]=[CH:13][N:12]=2)[N:3]=1. (4) Given the reactants NC(C1CCC(C2SC(C3C=CC(NC(NC4C=C(F)C(F)=CC=4F)=O)=CC=3)=CN=2)CC1)(C)C.ClCC([NH:39][C:40]([CH3:73])([CH3:72])[CH2:41][CH:42]1[CH2:47][CH2:46][CH:45]([C:48]2[S:49][C:50]([C:53]3[CH:58]=[CH:57][C:56]([NH:59][C:60]([NH:62][C:63]4[CH:68]=[C:67]([F:69])[C:66]([F:70])=[CH:65][C:64]=4[F:71])=[O:61])=[CH:55][CH:54]=3)=[CH:51][N:52]=2)[CH2:44][CH2:43]1)=O.NC(N)=S, predict the reaction product. The product is: [NH2:39][C:40]([CH3:73])([CH3:72])[CH2:41][CH:42]1[CH2:47][CH2:46][CH:45]([C:48]2[S:49][C:50]([C:53]3[CH:58]=[CH:57][C:56]([NH:59][C:60]([NH:62][C:63]4[CH:68]=[C:67]([F:69])[C:66]([F:70])=[CH:65][C:64]=4[F:71])=[O:61])=[CH:55][CH:54]=3)=[CH:51][N:52]=2)[CH2:44][CH2:43]1. (5) Given the reactants FC1C=C2C(C=CC(=O)N2)=CC=1.[F:13][C:14]1[CH:23]=[CH:22][CH:21]=[C:20]2[C:15]=1[CH:16]=[CH:17][C:18](=[O:24])[NH:19]2.[F-].[Cs+].[C:27]([O:31][CH2:32][CH3:33])(=[O:30])[CH:28]=[CH2:29].[Si](OCC)(OCC)(OCC)OCC, predict the reaction product. The product is: [F:13][C:14]1[CH:23]=[CH:22][CH:21]=[C:20]2[C:15]=1[CH:16]=[CH:17][C:18](=[O:24])[N:19]2[CH2:29][CH2:28][C:27]([O:31][CH2:32][CH3:33])=[O:30]. (6) Given the reactants [CH2:1]([O:8][C:9](=[O:48])[NH:10][CH2:11][C:12](=[O:47])[NH:13][C:14]1[C:23]2=[CH:24][N:25]([CH:27]3[O:35][CH:34]4[CH:29]([O:30][Si](C(C)(C)C)(C(C)(C)C)[O:32][CH2:33]4)[C:28]3([OH:45])[CH3:44])[N:26]=[C:21]3[C:22]2=[C:16]([C:17](=[O:46])[NH:18][N:19]=[CH:20]3)[CH:15]=1)[C:2]1[CH:7]=[CH:6][CH:5]=[CH:4][CH:3]=1, predict the reaction product. The product is: [CH2:1]([O:8][C:9](=[O:48])[NH:10][CH2:11][C:12](=[O:47])[NH:13][C:14]1[C:23]2=[CH:24][N:25]([CH:27]3[C:28]([OH:45])([CH3:44])[CH:29]([OH:30])[CH:34]([CH2:33][OH:32])[O:35]3)[N:26]=[C:21]3[C:22]2=[C:16]([C:17](=[O:46])[NH:18][N:19]=[CH:20]3)[CH:15]=1)[C:2]1[CH:7]=[CH:6][CH:5]=[CH:4][CH:3]=1. (7) Given the reactants Cl[C:2]1[N:3]=[N:4][C:5]([C:8]2[O:12][N:11]=[C:10]([CH3:13])[N:9]=2)=[CH:6][CH:7]=1.[NH:14]1[CH2:19][CH2:18][C:17]2([C:23]3[CH:24]=[CH:25][CH:26]=[CH:27][C:22]=3[C:21](=[O:28])[O:20]2)[CH2:16][CH2:15]1.C(=O)([O-])[O-].[K+].[K+], predict the reaction product. The product is: [CH3:13][C:10]1[N:9]=[C:8]([C:5]2[N:4]=[N:3][C:2]([N:14]3[CH2:19][CH2:18][C:17]4([C:23]5[CH:24]=[CH:25][CH:26]=[CH:27][C:22]=5[C:21](=[O:28])[O:20]4)[CH2:16][CH2:15]3)=[CH:7][CH:6]=2)[O:12][N:11]=1. (8) The product is: [CH3:1][O:2][CH2:3][CH:4]1[CH2:8][CH2:7][CH2:6][N:5]1[C:9]([C:11]1[S:19][C:18]2[C:13](=[N:14][CH:15]=[CH:16][C:17]=2[O:20][C:21]2[CH:22]=[C:23]3[C:27](=[CH:28][CH:29]=2)[N:26]([C:31](=[O:33])[CH3:32])[C:25]([CH3:30])=[CH:24]3)[CH:12]=1)=[O:10]. Given the reactants [CH3:1][O:2][CH2:3][C@H:4]1[CH2:8][CH2:7][CH2:6][N:5]1[C:9]([C:11]1[S:19][C:18]2[C:13](=[N:14][CH:15]=[CH:16][C:17]=2[O:20][C:21]2[CH:22]=[C:23]3[C:27](=[CH:28][CH:29]=2)[NH:26][C:25]([CH3:30])=[CH:24]3)[CH:12]=1)=[O:10].[C:31](Cl)(=[O:33])[CH3:32], predict the reaction product.